From a dataset of Forward reaction prediction with 1.9M reactions from USPTO patents (1976-2016). Predict the product of the given reaction. (1) The product is: [F:17][C:18]([F:23])([F:22])[C:19]([OH:21])=[O:20].[CH3:15][O:14][CH2:13][C@H:8]([NH2:7])[C:9]([CH3:12])([CH3:11])[CH3:10]. Given the reactants C(OC(=O)[NH:7][C@@H:8]([CH2:13][O:14][CH3:15])[C:9]([CH3:12])([CH3:11])[CH3:10])(C)(C)C.[F:17][C:18]([F:23])([F:22])[C:19]([OH:21])=[O:20], predict the reaction product. (2) Given the reactants C(N1C=CN=C1)(N1C=CN=C1)=O.[C:13]([N:16]1[CH2:21][CH2:20][CH:19]([C:22]([OH:24])=O)[CH2:18][CH2:17]1)(=[O:15])[CH3:14].C(N(CC)CC)C.Cl.[CH3:33][NH:34][O:35][CH3:36], predict the reaction product. The product is: [C:13]([N:16]1[CH2:17][CH2:18][CH:19]([C:22]([N:34]([O:35][CH3:36])[CH3:33])=[O:24])[CH2:20][CH2:21]1)(=[O:15])[CH3:14]. (3) Given the reactants [Br:1][C:2]1[CH:6]=[N:5][N:4]([CH3:7])[C:3]=1[C:8]1[CH:9]=[C:10]([NH2:16])[CH:11]=[CH:12][C:13]=1[O:14][CH3:15].[C:17]([C:20]1[CH:21]=[C:22]([N:26]=[C:27]=[O:28])[CH:23]=[CH:24][CH:25]=1)(=[O:19])[CH3:18], predict the reaction product. The product is: [C:17]([C:20]1[CH:21]=[C:22]([NH:26][C:27]([NH:16][C:10]2[CH:11]=[CH:12][C:13]([O:14][CH3:15])=[C:8]([C:3]3[N:4]([CH3:7])[N:5]=[CH:6][C:2]=3[Br:1])[CH:9]=2)=[O:28])[CH:23]=[CH:24][CH:25]=1)(=[O:19])[CH3:18]. (4) Given the reactants [Cl:1][C:2]1[C:3]([C:33]([C:36]#[N:37])([CH3:35])[CH3:34])=[CH:4][C:5]([O:30][CH2:31][CH3:32])=[C:6]([C:8]2[N:9]([C:27](Cl)=[O:28])[C@H:10]([C:20]3[CH:25]=[CH:24][C:23]([Cl:26])=[CH:22][CH:21]=3)[C@H:11]([C:13]3[CH:18]=[CH:17][C:16]([Cl:19])=[CH:15][CH:14]=3)[N:12]=2)[CH:7]=1.[N:38]1([CH2:44][C:45]([NH2:47])=[O:46])[CH2:43][CH2:42][NH:41][CH2:40][CH2:39]1, predict the reaction product. The product is: [Cl:1][C:2]1[C:3]([C:33]([C:36]#[N:37])([CH3:34])[CH3:35])=[CH:4][C:5]([O:30][CH2:31][CH3:32])=[C:6]([C:8]2[N:9]([C:27]([N:41]3[CH2:42][CH2:43][N:38]([CH2:44][C:45]([NH2:47])=[O:46])[CH2:39][CH2:40]3)=[O:28])[C@H:10]([C:20]3[CH:25]=[CH:24][C:23]([Cl:26])=[CH:22][CH:21]=3)[C@H:11]([C:13]3[CH:18]=[CH:17][C:16]([Cl:19])=[CH:15][CH:14]=3)[N:12]=2)[CH:7]=1. (5) Given the reactants [CH:1](=O)/[CH:2]=[CH:3]/[CH3:4].[NH2:6][C:7]1[CH:8]=[CH:9][C:10]([Cl:16])=[C:11]([CH:15]=1)[C:12]([OH:14])=[O:13].[N+](C1C=C(S([O-])(=O)=O)C=CC=1)([O-])=O.[Na+].Cl, predict the reaction product. The product is: [Cl:16][C:10]1[CH:9]=[CH:8][C:7]2[N:6]=[C:3]([CH3:4])[CH:2]=[CH:1][C:15]=2[C:11]=1[C:12]([OH:14])=[O:13]. (6) Given the reactants [I:1][C:2]1[N:3]=[C:4]([C:8]2[CH:13]=[CH:12][CH:11]=[CH:10][N:9]=2)[NH:5][C:6]=1I.CN(C)C=O.S([O-])([O-])=O.[Na+].[Na+], predict the reaction product. The product is: [I:1][C:2]1[NH:3][C:4]([C:8]2[CH:13]=[CH:12][CH:11]=[CH:10][N:9]=2)=[N:5][CH:6]=1. (7) Given the reactants [O:1]1[C:7]2[CH:8]=[C:9]([C:12]([O:14][CH3:15])=[O:13])[CH:10]=[N:11][C:6]=2[CH2:5][NH:4][CH2:3][CH2:2]1.[CH3:16][O:17][C:18]1[CH:23]=[CH:22][C:21]([S:24](Cl)(=[O:26])=[O:25])=[CH:20][CH:19]=1.CCN(CC)CC, predict the reaction product. The product is: [CH3:16][O:17][C:18]1[CH:19]=[CH:20][C:21]([S:24]([N:4]2[CH2:5][C:6]3[N:11]=[CH:10][C:9]([C:12]([O:14][CH3:15])=[O:13])=[CH:8][C:7]=3[O:1][CH2:2][CH2:3]2)(=[O:26])=[O:25])=[CH:22][CH:23]=1.